From a dataset of Catalyst prediction with 721,799 reactions and 888 catalyst types from USPTO. Predict which catalyst facilitates the given reaction. (1) Reactant: [C:1]([O:5][C:6]([NH:8][C:9]1[O:17][C:16]2[C:11](=[N:12][CH:13]=[C:14]([CH2:18][CH2:19][CH2:20][N:21]3[CH2:26][CH2:25][O:24][CH2:23][CH2:22]3)[CH:15]=2)[C:10]=1[C:27]([O:29]CC)=[O:28])=[O:7])([CH3:4])([CH3:3])[CH3:2].[Li+].[OH-]. Product: [C:1]([O:5][C:6]([NH:8][C:9]1[O:17][C:16]2[C:11](=[N:12][CH:13]=[C:14]([CH2:18][CH2:19][CH2:20][N:21]3[CH2:26][CH2:25][O:24][CH2:23][CH2:22]3)[CH:15]=2)[C:10]=1[C:27]([OH:29])=[O:28])=[O:7])([CH3:4])([CH3:2])[CH3:3]. The catalyst class is: 278. (2) Reactant: Br[C:2]1[CH:3]=[N:4][CH:5]=[C:6]([Br:8])[CH:7]=1.[O:9]1[CH2:14][CH2:13][C:12](=[O:15])[CH2:11][CH2:10]1. Product: [Br:8][C:6]1[CH:7]=[C:2]([C:12]2([OH:15])[CH2:13][CH2:14][O:9][CH2:10][CH2:11]2)[CH:3]=[N:4][CH:5]=1. The catalyst class is: 1. (3) Reactant: C1N=CN(C(N2C=NC=C2)=O)C=1.[C:13]([O:17][C:18]([N:20]1[CH2:26][C@@H:25]([CH2:27][C:28]([OH:30])=O)[C@H:24]([C:31]2[CH:36]=[CH:35][C:34]([Cl:37])=[C:33]([Cl:38])[CH:32]=2)[O:23][CH2:22][CH2:21]1)=[O:19])([CH3:16])([CH3:15])[CH3:14].[CH2:39]([O:41][C:42](=[O:47])[CH2:43]C([O-])=O)[CH3:40].[K+].[Cl-].[Mg+2].[Cl-].Cl. Product: [Cl:38][C:33]1[CH:32]=[C:31]([C@@H:24]2[O:23][CH2:22][CH2:21][N:20]([C:18]([O:17][C:13]([CH3:16])([CH3:15])[CH3:14])=[O:19])[CH2:26][C@H:25]2[CH2:27][C:28](=[O:30])[CH2:43][C:42]([O:41][CH2:39][CH3:40])=[O:47])[CH:36]=[CH:35][C:34]=1[Cl:37]. The catalyst class is: 1. (4) Reactant: [CH3:1][C:2]1[CH:11]=[N:10][C:9]2[C:4](=[CH:5][CH:6]=[C:7]([F:12])[CH:8]=2)[N:3]=1.[Se](=O)=[O:14]. Product: [F:12][C:7]1[CH:8]=[C:9]2[C:4](=[CH:5][CH:6]=1)[N:3]=[C:2]([CH:1]=[O:14])[CH:11]=[N:10]2. The catalyst class is: 13. (5) Reactant: F[C:2]1[CH:12]=[CH:11][C:5]([C:6]([O:8][CH2:9][CH3:10])=[O:7])=[CH:4][C:3]=1[N+:13]([O-:15])=[O:14].[CH2:16]([N:18](CC)CC)C.CN.CO. Product: [CH3:16][NH:18][C:2]1[CH:12]=[CH:11][C:5]([C:6]([O:8][CH2:9][CH3:10])=[O:7])=[CH:4][C:3]=1[N+:13]([O-:15])=[O:14]. The catalyst class is: 5. (6) Reactant: [Cl:1][C:2]1[CH:10]=[C:9]2[C:5]([C:6]([CH:16]=O)=[C:7]([C:11]([O:13][CH2:14][CH3:15])=[O:12])[NH:8]2)=[CH:4][CH:3]=1.[N+:18]([CH:20]([C:31]1[CH:36]=[CH:35][CH:34]=[CH:33][CH:32]=1)S(C1C=CC(C)=CC=1)(=O)=O)#[C-:19].[Cl:37][C:38]1[CH:45]=[CH:44][C:41]([CH2:42][NH2:43])=[CH:40][CH:39]=1.C(N(CC)CC)C. Product: [Cl:1][C:2]1[CH:10]=[C:9]2[C:5]([C:6]([C:16]3[N:43]([CH2:42][C:41]4[CH:44]=[CH:45][C:38]([Cl:37])=[CH:39][CH:40]=4)[CH:19]=[N:18][C:20]=3[C:31]3[CH:36]=[CH:35][CH:34]=[CH:33][CH:32]=3)=[C:7]([C:11]([O:13][CH2:14][CH3:15])=[O:12])[NH:8]2)=[CH:4][CH:3]=1. The catalyst class is: 8. (7) Reactant: [NH2:1][C:2]1[N:10]=[C:9]2[C:5]([NH:6][C:7](=[O:19])[N:8]2[C@H:11]2[CH2:16][CH2:15][C@H:14]([O:17][CH3:18])[CH2:13][CH2:12]2)=[C:4]([Cl:20])[N:3]=1.C(=O)([O-])[O-].[Cs+].[Cs+].C1C=CC(P(C2C(C3C(P(C4C=CC=CC=4)C4C=CC=CC=4)=CC=C4C=3C=CC=C4)=C3C(C=CC=C3)=CC=2)C2C=CC=CC=2)=CC=1.Br[C:74]1[CH:75]=[C:76]([CH:79]=[CH:80][C:81]=1[N+:82]([O-:84])=[O:83])[C:77]#[N:78]. Product: [Cl:20][C:4]1[N:3]=[C:2]([NH:1][C:80]2[CH:79]=[C:76]([CH:75]=[CH:74][C:81]=2[N+:82]([O-:84])=[O:83])[C:77]#[N:78])[N:10]=[C:9]2[C:5]=1[NH:6][C:7](=[O:19])[N:8]2[C@H:11]1[CH2:12][CH2:13][C@H:14]([O:17][CH3:18])[CH2:15][CH2:16]1. The catalyst class is: 222. (8) Reactant: [CH3:1][C:2]1([CH3:23])[CH2:7][O:6][C:5]([CH2:15][S:16][CH2:17][C:18]([O:20]CC)=[O:19])([C:8]2[CH:13]=[CH:12][C:11]([CH3:14])=[CH:10][CH:9]=2)[O:4][CH2:3]1.[Li+].[OH-]. Product: [CH3:1][C:2]1([CH3:23])[CH2:7][O:6][C:5]([CH2:15][S:16][CH2:17][C:18]([OH:20])=[O:19])([C:8]2[CH:9]=[CH:10][C:11]([CH3:14])=[CH:12][CH:13]=2)[O:4][CH2:3]1. The catalyst class is: 20. (9) Reactant: [O:1]=[CH:2][CH2:3][CH:4]1[C:12]2[C:7](=[CH:8][C:9]([NH:13][C:14](=[O:20])[O:15][C:16]([CH3:19])([CH3:18])[CH3:17])=[CH:10][CH:11]=2)[CH2:6][C:5]21[CH2:22][CH2:21]2.CC(=CC)C.Cl([O-])=[O:29].[Na+].P([O-])(O)(O)=O.[Na+]. Product: [C:16]([O:15][C:14]([NH:13][C:9]1[CH:8]=[C:7]2[C:12](=[CH:11][CH:10]=1)[CH:4]([CH2:3][C:2]([OH:29])=[O:1])[C:5]1([CH2:21][CH2:22]1)[CH2:6]2)=[O:20])([CH3:19])([CH3:17])[CH3:18]. The catalyst class is: 127. (10) Reactant: [CH3:1][C@H:2]1[CH2:6][CH2:5][CH2:4][N:3]1[C:7]1[C:8](OS(C(F)(F)F)(=O)=O)=[N:9][C:10]2[C:15]([N:16]=1)=[CH:14][C:13]([C:17]([O:19][CH3:20])=[O:18])=[CH:12][CH:11]=2.[F:29][C:30]1[CH:31]=[C:32](B(O)O)[CH:33]=[CH:34][C:35]=1[F:36].[O-]P([O-])([O-])=O.[K+].[K+].[K+]. Product: [F:29][C:30]1[CH:31]=[C:32]([C:8]2[C:7]([N:3]3[CH2:4][CH2:5][CH2:6][C@@H:2]3[CH3:1])=[N:16][C:15]3[C:10](=[CH:11][CH:12]=[C:13]([C:17]([O:19][CH3:20])=[O:18])[CH:14]=3)[N:9]=2)[CH:33]=[CH:34][C:35]=1[F:36]. The catalyst class is: 70.